Predict the reactants needed to synthesize the given product. From a dataset of Full USPTO retrosynthesis dataset with 1.9M reactions from patents (1976-2016). (1) The reactants are: [C:1]1(/[CH:11]=[CH:12]\[C:13]2[N:14]=[C:15]([CH:18]3[CH2:23][CH2:22][N:21](C(OC(C)(C)C)=O)[CH2:20][CH2:19]3)[S:16][CH:17]=2)[C:10]2[C:5](=[CH:6][CH:7]=[CH:8][CH:9]=2)[CH:4]=[CH:3][CH:2]=1.[CH3:31][C:32]1[N:36]([CH2:37][C:38]([OH:40])=O)[N:35]=[C:34]([C:41]([F:44])([F:43])[F:42])[CH:33]=1. Given the product [CH3:31][C:32]1[N:36]([CH2:37][C:38]([N:21]2[CH2:22][CH2:23][CH:18]([C:15]3[S:16][CH:17]=[C:13](/[CH:12]=[CH:11]\[C:1]4[C:10]5[C:5](=[CH:6][CH:7]=[CH:8][CH:9]=5)[CH:4]=[CH:3][CH:2]=4)[N:14]=3)[CH2:19][CH2:20]2)=[O:40])[N:35]=[C:34]([C:41]([F:44])([F:43])[F:42])[CH:33]=1, predict the reactants needed to synthesize it. (2) Given the product [CH3:5][O:6][C:7]([C:9]1[CH:10]=[CH:11][N:12]2[C:17]=1[C:16](=[O:18])[N:15]([CH2:19][C:20]1[CH:25]=[CH:24][CH:23]=[CH:22][CH:21]=1)[C:14]([CH:26]([OH:27])[CH2:1][CH3:2])=[N:13]2)=[O:8], predict the reactants needed to synthesize it. The reactants are: [CH2:1]([Mg]Br)[CH3:2].[CH3:5][O:6][C:7]([C:9]1[CH:10]=[CH:11][N:12]2[C:17]=1[C:16](=[O:18])[N:15]([CH2:19][C:20]1[CH:25]=[CH:24][CH:23]=[CH:22][CH:21]=1)[C:14]([CH:26]=[O:27])=[N:13]2)=[O:8]. (3) Given the product [C:43]([O:42][C:40]([N:36]1[CH2:37][CH2:38][CH2:39][C@H:33]([NH:32][CH2:19][C:18]2[CH:21]=[C:22]([C:24]([F:27])([F:26])[F:25])[CH:23]=[C:16]([F:15])[CH:17]=2)[C:34]2[CH:50]=[C:49]([CH3:51])[C:48]([C:52]([F:55])([F:53])[F:54])=[CH:47][C:35]1=2)=[O:41])([CH3:46])([CH3:45])[CH3:44], predict the reactants needed to synthesize it. The reactants are: C(O[BH-](OC(=O)C)OC(=O)C)(=O)C.[Na+].[F:15][C:16]1[CH:17]=[C:18]([CH:21]=[C:22]([C:24]([F:27])([F:26])[F:25])[CH:23]=1)[CH:19]=O.C(O)(=O)C.[NH2:32][C@H:33]1[CH2:39][CH2:38][CH2:37][N:36]([C:40]([O:42][C:43]([CH3:46])([CH3:45])[CH3:44])=[O:41])[C:35]2[CH:47]=[C:48]([C:52]([F:55])([F:54])[F:53])[C:49]([CH3:51])=[CH:50][C:34]1=2.C(=O)(O)[O-].[Na+]. (4) Given the product [NH2:1][C:2](=[O:16])[C@@H:3]([NH:5][C:6]1[N:11]=[C:10]([N:21]2[CH2:22][CH2:23][CH:18]([OH:17])[CH2:19][CH2:20]2)[N:9]=[C:8]([C:13]([NH2:15])=[O:14])[CH:7]=1)[CH3:4], predict the reactants needed to synthesize it. The reactants are: [NH2:1][C:2](=[O:16])[C@@H:3]([NH:5][C:6]1[N:11]=[C:10](Cl)[N:9]=[C:8]([C:13]([NH2:15])=[O:14])[CH:7]=1)[CH3:4].[OH:17][CH:18]1[CH2:23][CH2:22][NH:21][CH2:20][CH2:19]1. (5) Given the product [CH3:40][CH:34]1[C:33]2[C:37](=[C:29]([NH:28][C:2]3[C:7]([C:8]([F:10])([F:9])[F:11])=[CH:6][N:5]=[C:4]([NH:12][C:13]4[CH:14]=[CH:15][C:16]([CH2:17][P:18](=[O:25])([O:22][CH2:23][CH3:24])[O:19][CH2:20][CH3:21])=[CH:26][CH:27]=4)[N:3]=3)[CH:30]=[CH:31][CH:32]=2)[C:36](=[O:38])[N:35]1[CH3:39], predict the reactants needed to synthesize it. The reactants are: Cl[C:2]1[C:7]([C:8]([F:11])([F:10])[F:9])=[CH:6][N:5]=[C:4]([NH:12][C:13]2[CH:27]=[CH:26][C:16]([CH2:17][P:18](=[O:25])([O:22][CH2:23][CH3:24])[O:19][CH2:20][CH3:21])=[CH:15][CH:14]=2)[N:3]=1.[NH2:28][C:29]1[CH:30]=[CH:31][CH:32]=[C:33]2[C:37]=1[C:36](=[O:38])[N:35]([CH3:39])[CH:34]2[CH3:40].C([O-])(O)=O.[Na+]. (6) Given the product [NH2:28][C:27]1[C:18]([C:16]([NH:15][C:10]2[CH:11]=[N:12][CH:13]=[CH:14][C:9]=2[N:4]2[CH2:5][C@H:6]([CH3:8])[CH2:7][C@H:2]([NH2:1])[CH2:3]2)=[O:17])=[N:19][C:20]2[C:25]([CH:26]=1)=[CH:24][CH:23]=[C:22]([N:39]1[CH2:44][CH2:43][O:42][CH2:41][C:40]1=[O:45])[CH:21]=2, predict the reactants needed to synthesize it. The reactants are: [NH2:1][C@H:2]1[CH2:7][C@@H:6]([CH3:8])[CH2:5][N:4]([C:9]2[CH:14]=[CH:13][N:12]=[CH:11][C:10]=2[NH:15][C:16]([C:18]2[C:27]([NH:28]C(=O)OCC3C=CC=CC=3)=[CH:26][C:25]3[C:20](=[CH:21][C:22]([N:39]4[CH2:44][CH2:43][O:42][CH2:41][C:40]4=[O:45])=[CH:23][CH:24]=3)[N:19]=2)=[O:17])[CH2:3]1.[H][H].